From a dataset of Catalyst prediction with 721,799 reactions and 888 catalyst types from USPTO. Predict which catalyst facilitates the given reaction. (1) Reactant: Br[C:2]1[C:3]([O:14][CH3:15])=[CH:4][CH:5]=[C:6]2[C:11]=1[N:10]([CH3:12])[C:9](=[O:13])[CH:8]=[CH:7]2.[CH2:16]([Sn](CCCC)(CCCC)CCCC)[CH:17]=[CH2:18].[F-].[Cs+]. Product: [CH3:12][N:10]1[C:11]2[C:6](=[CH:5][CH:4]=[C:3]([O:14][CH3:15])[C:2]=2[CH2:18][CH:17]=[CH2:16])[CH:7]=[CH:8][C:9]1=[O:13]. The catalyst class is: 12. (2) Reactant: [Cl:1][C:2]1[CH:14]=[C:13]([Cl:15])[CH:12]=[CH:11][C:3]=1[CH2:4][NH:5][C@H:6]1[CH2:10][CH2:9][NH:8][CH2:7]1.Cl[C:17]1[CH:24]=[CH:23][C:20]([C:21]#[N:22])=[CH:19][N:18]=1.C(N(C(C)C)CC)(C)C. Product: [Cl:1][C:2]1[CH:14]=[C:13]([Cl:15])[CH:12]=[CH:11][C:3]=1[CH2:4][NH:5][C@H:6]1[CH2:10][CH2:9][N:8]([C:17]2[CH:24]=[CH:23][C:20]([C:21]#[N:22])=[CH:19][N:18]=2)[CH2:7]1. The catalyst class is: 3. (3) The catalyst class is: 34. Reactant: [CH2:1]([NH:3][CH2:4][CH3:5])[CH3:2].[Cl:6][C:7]1[CH:12]=[C:11]([S:13](Cl)(=[O:15])=[O:14])[CH:10]=[CH:9][N:8]=1. Product: [Cl:6][C:7]1[CH:12]=[C:11]([S:13]([N:3]([CH2:4][CH3:5])[CH2:1][CH3:2])(=[O:15])=[O:14])[CH:10]=[CH:9][N:8]=1. (4) Reactant: [NH:1]1[C:9]2[C:4](=[CH:5][CH:6]=[CH:7][CH:8]=2)[C:3]([CH2:10][CH2:11][C:12]([OH:14])=O)=[CH:2]1.C(N1C=CN=C1)(N1C=CN=C1)=O.[Cl:27][C:28]1[CH:29]=[C:30]2[C:39](=[CH:40][CH:41]=1)[C:38]([NH:42][CH2:43][CH2:44][CH2:45][N:46]([CH3:51])[CH2:47][CH2:48][CH2:49][NH2:50])=[C:37]1[C:32]([CH2:33][CH2:34][CH2:35][CH2:36]1)=[N:31]2. Product: [Cl:27][C:28]1[CH:29]=[C:30]2[C:39](=[CH:40][CH:41]=1)[C:38]([NH:42][CH2:43][CH2:44][CH2:45][N:46]([CH3:51])[CH2:47][CH2:48][CH2:49][NH:50][C:12](=[O:14])[CH2:11][CH2:10][C:3]1[C:4]3[C:9](=[CH:8][CH:7]=[CH:6][CH:5]=3)[NH:1][CH:2]=1)=[C:37]1[C:32]([CH2:33][CH2:34][CH2:35][CH2:36]1)=[N:31]2. The catalyst class is: 1. (5) Reactant: [F:1][C:2]1[CH:7]=[CH:6][CH:5]=[C:4]([F:8])[C:3]=1[C:9]1[N:10](S(C2C=CC=CC=2)(=O)=O)[C:11]2[C:16]([CH:17]=1)=[CH:15][C:14]([C:18]1[C:19]([CH3:31])=[CH:20][C:21]([C:24]3[CH:25]=[N:26][C:27]([NH2:30])=[N:28][CH:29]=3)=[N:22][CH:23]=1)=[CH:13][CH:12]=2.C(=O)([O-])[O-].[Cs+].[Cs+].CO. Product: [F:8][C:4]1[CH:5]=[CH:6][CH:7]=[C:2]([F:1])[C:3]=1[C:9]1[NH:10][C:11]2[C:16]([CH:17]=1)=[CH:15][C:14]([C:18]1[C:19]([CH3:31])=[CH:20][C:21]([C:24]3[CH:25]=[N:26][C:27]([NH2:30])=[N:28][CH:29]=3)=[N:22][CH:23]=1)=[CH:13][CH:12]=2. The catalyst class is: 1. (6) Reactant: [CH3:1][O:2][CH2:3][CH:4]([CH3:20])[O:5][C:6]1[C:7]([NH2:19])=[N:8][CH:9]=[C:10]([O:12][C:13]2[CH:18]=[CH:17][CH:16]=[CH:15][CH:14]=2)[CH:11]=1.[C:21](N1C=CN=C1)([N:23]1C=CN=C1)=[S:22].[NH4+].[OH-].O. Product: [CH3:1][O:2][CH2:3][CH:4]([CH3:20])[O:5][C:6]1[C:7]([NH:19][C:21]([NH2:23])=[S:22])=[N:8][CH:9]=[C:10]([O:12][C:13]2[CH:18]=[CH:17][CH:16]=[CH:15][CH:14]=2)[CH:11]=1. The catalyst class is: 1. (7) Reactant: C([N:8]1[CH2:12][C@@H:11]([C:13]2[CH:18]=[CH:17][CH:16]=[CH:15][CH:14]=2)[C@H:10]([N:19]([CH3:39])[C:20](=[O:38])[C:21]([C:24]2[CH:29]=[C:28]([C:30]([F:33])([F:32])[F:31])[CH:27]=[C:26]([C:34]([F:37])([F:36])[F:35])[CH:25]=2)([CH3:23])[CH3:22])[CH2:9]1)C1C=CC=CC=1.C([O-])=O.[NH4+]. Product: [F:32][C:30]([F:31])([F:33])[C:28]1[CH:29]=[C:24]([C:21]([CH3:22])([CH3:23])[C:20]([N:19]([CH3:39])[C@H:10]2[C@H:11]([C:13]3[CH:18]=[CH:17][CH:16]=[CH:15][CH:14]=3)[CH2:12][NH:8][CH2:9]2)=[O:38])[CH:25]=[C:26]([C:34]([F:35])([F:36])[F:37])[CH:27]=1. The catalyst class is: 19.